From a dataset of Full USPTO retrosynthesis dataset with 1.9M reactions from patents (1976-2016). Predict the reactants needed to synthesize the given product. Given the product [Si:28]([O:35][CH:36]([C:46]1[CH:47]=[CH:48][C:49]([C:52](=[O:53])[CH2:10][CH2:9][C:8](=[O:11])[CH:7]([C:12]2[CH:17]=[CH:16][C:15]([S:18][CH3:19])=[CH:14][N:13]=2)[CH2:6][CH:1]2[CH2:2][CH2:3][CH2:4][CH2:5]2)=[N:50][CH:51]=1)[CH2:37][O:38][Si:39]([C:42]([CH3:44])([CH3:45])[CH3:43])([CH3:41])[CH3:40])([C:31]([CH3:32])([CH3:33])[CH3:34])([CH3:30])[CH3:29], predict the reactants needed to synthesize it. The reactants are: [CH:1]1([CH2:6][CH:7]([C:12]2[CH:17]=[CH:16][C:15]([S:18][CH3:19])=[CH:14][N:13]=2)[C:8](=[O:11])[CH:9]=[CH2:10])[CH2:5][CH2:4][CH2:3][CH2:2]1.C(O)C.O1CCCC1.[Si:28]([O:35][CH:36]([C:46]1[CH:47]=[CH:48][C:49]([CH:52]=[O:53])=[N:50][CH:51]=1)[CH2:37][O:38][Si:39]([C:42]([CH3:45])([CH3:44])[CH3:43])([CH3:41])[CH3:40])([C:31]([CH3:34])([CH3:33])[CH3:32])([CH3:30])[CH3:29].